Predict the reaction yield, written as a fraction of the theoretical maximum amount of product (1.0 means a 100% yield; for example, 0.34 means a 34% yield). From a dataset of Reaction yield outcomes from USPTO patents with 853,638 reactions. The reactants are CS(C1C=CC(CCC)=C(C=1)N)(=O)=O.[C:15]([C:18]1[CH:24]=[CH:23][C:22]([S:25]([CH3:28])(=[O:27])=[O:26])=[CH:21][C:19]=1[NH2:20])([CH3:17])=[CH2:16]. No catalyst specified. The product is [CH:15]([C:18]1[CH:24]=[CH:23][C:22]([S:25]([CH3:28])(=[O:26])=[O:27])=[CH:21][C:19]=1[NH2:20])([CH3:17])[CH3:16]. The yield is 0.810.